This data is from Catalyst prediction with 721,799 reactions and 888 catalyst types from USPTO. The task is: Predict which catalyst facilitates the given reaction. (1) Reactant: [Br:1][C:2]1[CH:3]=[C:4]2[C:8](=[CH:9][CH:10]=1)[NH:7][CH:6]=[C:5]2[CH2:11][C:12]([OH:14])=[O:13].[CH3:15][Si](C=[N+]=[N-])(C)C. Product: [CH3:15][O:13][C:12](=[O:14])[CH2:11][C:5]1[C:4]2[C:8](=[CH:9][CH:10]=[C:2]([Br:1])[CH:3]=2)[NH:7][CH:6]=1. The catalyst class is: 5. (2) Reactant: [C:1]([O:4][C@@H:5]1[CH2:21][C@H:20]2[C@@:8]([CH3:31])([C@@H:9]3[C@@H:17]([C@@H:18]([OH:23])[C@@H:19]2[OH:22])[C@H:16]2[C@@:12]([CH3:30])([C@:13]([OH:29])([C:24]4[S:25][CH:26]=[CH:27][CH:28]=4)[CH2:14][CH2:15]2)[CH2:11][CH2:10]3)[CH2:7][CH2:6]1)(=[O:3])[CH3:2].C1COCC1.O.[BH4-].[Na+]. Product: [C:1]([O:4][C@H:5]1[CH2:6][CH2:7][C@@:8]([C@H:9]2[CH2:10][CH2:11][C@@:12]3([CH3:30])[C@@H:16]([CH2:15][CH2:14][C@@:13]3([OH:29])[C:24]3[S:25][CH:26]=[CH:27][CH:28]=3)[C@@H:17]2[CH2:18][OH:23])([CH3:31])[C@@H:20]([CH2:19][OH:22])[CH2:21]1)(=[O:3])[CH3:2]. The catalyst class is: 21. (3) Reactant: [F-].C([N+](CCCC)(CCCC)CCCC)CCC.[CH2:19]([O:26][C@@H:27]1[C@@:31]2([CH2:51][O:52][C@H:28]1[C@H:29]([N:53]1[C:68]3[N:67]=[C:60]([NH:61][C:62](=[O:66])[CH:63]([CH3:65])[CH3:64])[NH:59][C:57](=[O:58])[C:56]=3[N:55]=[CH:54]1)[O:30]2)[CH2:32][O:33][Si](C(C)(C)C)(C1C=CC=CC=1)C1C=CC=CC=1)[C:20]1[CH:25]=[CH:24][CH:23]=[CH:22][CH:21]=1. Product: [CH2:19]([O:26][C@@H:27]1[C@@:31]2([CH2:51][O:52][C@H:28]1[C@H:29]([N:53]1[C:68]3[N:67]=[C:60]([NH:61][C:62](=[O:66])[CH:63]([CH3:64])[CH3:65])[NH:59][C:57](=[O:58])[C:56]=3[N:55]=[CH:54]1)[O:30]2)[CH2:32][OH:33])[C:20]1[CH:21]=[CH:22][CH:23]=[CH:24][CH:25]=1. The catalyst class is: 7. (4) Reactant: [NH:1]1[C:5]([C:6]2[CH:13]=[CH:12][CH:11]=[CH:10][C:7]=2[C:8]#[N:9])=[CH:4][N:3]=[CH:2]1.C([O-])([O-])=[O:15].[K+].[K+].OO. Product: [NH:3]1[CH:4]=[C:5]([C:6]2[CH:13]=[CH:12][CH:11]=[CH:10][C:7]=2[C:8]([NH2:9])=[O:15])[N:1]=[CH:2]1. The catalyst class is: 16. (5) Reactant: CCN(C(C)C)C(C)C.[F:10][C:11]([F:28])([F:27])[O:12][C:13]1[CH:14]=[CH:15][CH:16]=[C:17]2[C:22]=1[O:21][C:20](=[O:23])[C:19]([C:24]([OH:26])=O)=[CH:18]2.CN(C(ON1N=NC2C=CC=NC1=2)=[N+](C)C)C.F[P-](F)(F)(F)(F)F.[NH:53]1[C:61]2[C:56](=[CH:57][C:58]([C:62]3[CH:63]=[C:64]([NH2:68])[CH:65]=[CH:66][CH:67]=3)=[CH:59][CH:60]=2)[CH:55]=[CH:54]1. Product: [NH:53]1[C:61]2[C:56](=[CH:57][C:58]([C:62]3[CH:63]=[C:64]([NH:68][C:24]([C:19]4[C:20](=[O:23])[O:21][C:22]5[C:17]([CH:18]=4)=[CH:16][CH:15]=[CH:14][C:13]=5[O:12][C:11]([F:10])([F:28])[F:27])=[O:26])[CH:65]=[CH:66][CH:67]=3)=[CH:59][CH:60]=2)[CH:55]=[CH:54]1. The catalyst class is: 3. (6) Product: [C:13]([C:3]1[N:2]([CH3:1])[CH:6]=[C:5]([N:7]2[CH2:11][CH2:10][CH2:9][C:8]2=[O:12])[N:4]=1)#[CH:15]. Reactant: [CH3:1][N:2]1[CH:6]=[C:5]([N:7]2[CH2:11][CH2:10][CH2:9][C:8]2=[O:12])[N:4]=[C:3]1[CH:13]=O.[CH3:15]/C(/[O-])=C(/P(OC)(OC)=O)\[N+]#N.C([O-])([O-])=O.[K+].[K+]. The catalyst class is: 5. (7) Reactant: [C:1]1([S:7]([C:9]2[C:10]([CH2:15][O:16]C(=O)C)=[N:11][CH:12]=[CH:13][CH:14]=2)=[O:8])[CH:6]=[CH:5][CH:4]=[CH:3][CH:2]=1.C([O-])([O-])=O.[K+].[K+]. Product: [C:1]1([S:7]([C:9]2[C:10]([CH2:15][OH:16])=[N:11][CH:12]=[CH:13][CH:14]=2)=[O:8])[CH:2]=[CH:3][CH:4]=[CH:5][CH:6]=1. The catalyst class is: 100.